From a dataset of Forward reaction prediction with 1.9M reactions from USPTO patents (1976-2016). Predict the product of the given reaction. (1) Given the reactants [Br:1][C:2]1[CH:7]=[CH:6][CH:5]=[C:4]([Br:8])[N:3]=1.[OH:9]O, predict the reaction product. The product is: [Br:1][C:2]1[CH:7]=[CH:6][CH:5]=[C:4]([Br:8])[N+:3]=1[O-:9]. (2) Given the reactants [Br:1][C:2]1[CH:7]=[CH:6][C:5]([S:8]([N:11]2[CH2:16][CH2:15][C:14]([NH:19][C:20](=[O:26])[O:21][C:22]([CH3:25])([CH3:24])[CH3:23])([CH:17]=O)[CH2:13][CH2:12]2)(=[O:10])=[O:9])=[CH:4][CH:3]=1.[CH:27]1([NH2:30])[CH2:29][CH2:28]1.C(O[BH-](OC(=O)C)OC(=O)C)(=O)C.[Na+], predict the reaction product. The product is: [Br:1][C:2]1[CH:3]=[CH:4][C:5]([S:8]([N:11]2[CH2:16][CH2:15][C:14]([NH:19][C:20](=[O:26])[O:21][C:22]([CH3:23])([CH3:24])[CH3:25])([CH2:17][NH:30][CH:27]3[CH2:29][CH2:28]3)[CH2:13][CH2:12]2)(=[O:9])=[O:10])=[CH:6][CH:7]=1. (3) Given the reactants [NH2:1][C:2]1[CH:3]=[C:4]2[C:12](=[CH:13][CH:14]=1)[NH:11][C:10]1[C:9](=[O:15])[CH2:8][CH2:7][CH2:6][C:5]2=1.CCN(C(C)C)C(C)C.[O:25]1CC[CH2:27][CH2:26]1, predict the reaction product. The product is: [O:15]=[C:9]1[C:10]2[NH:11][C:12]3[C:4](=[CH:3][C:2]([NH:1][C:26](=[O:25])[CH3:27])=[CH:14][CH:13]=3)[C:5]=2[CH2:6][CH2:7][CH2:8]1.